From a dataset of Retrosynthesis with 50K atom-mapped reactions and 10 reaction types from USPTO. Predict the reactants needed to synthesize the given product. (1) Given the product O=C(N[C@@H](Cc1c[nH]cn1)C(=O)N1CCC(O)CC1)c1cc2cc(Cl)ccc2[nH]1, predict the reactants needed to synthesize it. The reactants are: N[C@@H](Cc1c[nH]cn1)C(=O)N1CCC(O)CC1.O=C(O)c1cc2cc(Cl)ccc2[nH]1. (2) Given the product COC(=O)c1cc(C2CCCN2)sc1C, predict the reactants needed to synthesize it. The reactants are: COC(=O)c1cc(C2CCCN2C(=O)OC(C)(C)C)sc1C. (3) Given the product CCCC[Sn](CCCC)(CCCC)c1cccc(C)n1, predict the reactants needed to synthesize it. The reactants are: CCCC[Sn](Cl)(CCCC)CCCC.Cc1cccc(Br)n1. (4) Given the product COc1ccc2ccc(NC(=O)c3ccccc3)nc2n1, predict the reactants needed to synthesize it. The reactants are: COc1ccc2ccc(N)nc2n1.O=C(O)c1ccccc1. (5) Given the product CCOC(OCC)P(=O)(CC(CN)Cc1ccccc1)OCC, predict the reactants needed to synthesize it. The reactants are: CCOC(OCC)P(=O)(CC(C#N)Cc1ccccc1)OCC. (6) Given the product COc1ccccc1N1CCN(CCCNc2ccccc2C(=O)N(C)C)CC1, predict the reactants needed to synthesize it. The reactants are: CN(C)C(=O)c1ccccc1N.COc1ccccc1N1CCN(CCCOS(C)(=O)=O)CC1. (7) Given the product CCOC(=O)c1[nH]c2ccccc2c1Cc1ccccc1, predict the reactants needed to synthesize it. The reactants are: CCOC(=O)C(=O)CCc1ccccc1.NNc1ccccc1.